Dataset: Forward reaction prediction with 1.9M reactions from USPTO patents (1976-2016). Task: Predict the product of the given reaction. (1) Given the reactants C[O:2][C:3]([C:5]1[O:9][C:8]([CH:10]=[CH:11][C:12]2[CH:17]=[CH:16][C:15]([O:18][CH3:19])=[CH:14][CH:13]=2)=[N:7][C:6]=1[CH2:20][O:21][CH3:22])=O.[H-].[Al+3].[Li+].[H-].[H-].[H-].C(OCC)(=O)C.[NH4+].[Cl-], predict the reaction product. The product is: [CH3:22][O:21][CH2:20][C:6]1[N:7]=[C:8]([CH:10]=[CH:11][C:12]2[CH:13]=[CH:14][C:15]([O:18][CH3:19])=[CH:16][CH:17]=2)[O:9][C:5]=1[CH2:3][OH:2]. (2) Given the reactants Br[CH2:2][C:3]([O:5][C:6]([CH3:9])([CH3:8])[CH3:7])=[O:4].[C:10]([C:12]1[CH:13]=[C:14]([OH:18])[CH:15]=[CH:16][CH:17]=1)#[N:11].C(=O)([O-])[O-].[K+].[K+], predict the reaction product. The product is: [C:10]([C:12]1[CH:13]=[C:14]([CH:15]=[CH:16][CH:17]=1)[O:18][CH2:2][C:3]([O:5][C:6]([CH3:9])([CH3:8])[CH3:7])=[O:4])#[N:11].